This data is from Reaction yield outcomes from USPTO patents with 853,638 reactions. The task is: Predict the reaction yield, written as a fraction of the theoretical maximum amount of product (1.0 means a 100% yield; for example, 0.34 means a 34% yield). (1) The reactants are [Cl:1][C:2]1[N:9]=[C:8](Cl)[CH:7]=[C:6]([CH:11]([F:13])[F:12])[C:3]=1[C:4]#[N:5].C([N:16]([CH2:19][CH3:20])[CH2:17][CH3:18])C.[C:21]([N:28]1[CH2:33]CC(N)C[CH2:29]1)([O:23][C:24]([CH3:27])([CH3:26])[CH3:25])=[O:22]. The catalyst is C(O)C. The product is [C:24]([O:23][C:21](=[O:22])[N:28]([CH:33]1[CH2:18][CH2:17][N:16]([C:8]2[CH:7]=[C:6]([CH:11]([F:13])[F:12])[C:3]([C:4]#[N:5])=[C:2]([Cl:1])[N:9]=2)[CH2:19][CH2:20]1)[CH3:29])([CH3:27])([CH3:26])[CH3:25]. The yield is 0.300. (2) The reactants are [Br:1][C:2]1[CH:3]=[C:4]([CH:8]=[CH:9][CH:10]=1)[C:5]([OH:7])=O.C(Cl)CCl.[NH2:15][C@@H:16]1[CH2:20][CH2:19][NH:18][CH2:17]1. The catalyst is C(#N)C. The product is [Br:1][C:2]1[CH:3]=[C:4]([CH:8]=[CH:9][CH:10]=1)[C:5]([NH:15][CH:16]1[CH2:20][CH2:19][NH:18][CH2:17]1)=[O:7]. The yield is 0.370. (3) The yield is 0.600. The catalyst is O1CCCC1. The product is [Br:27][C:12]1[C:11](=[O:28])[N:10]([C:7]2[CH:8]=[CH:9][C:4]([CH2:3][NH:2][C:30](=[O:32])[CH3:31])=[CH:5][C:6]=2[F:29])[C:15]([CH3:16])=[CH:14][C:13]=1[O:17][CH2:18][C:19]1[CH:24]=[CH:23][C:22]([F:25])=[CH:21][C:20]=1[F:26]. The reactants are Cl.[NH2:2][CH2:3][C:4]1[CH:9]=[CH:8][C:7]([N:10]2[C:15]([CH3:16])=[CH:14][C:13]([O:17][CH2:18][C:19]3[CH:24]=[CH:23][C:22]([F:25])=[CH:21][C:20]=3[F:26])=[C:12]([Br:27])[C:11]2=[O:28])=[C:6]([F:29])[CH:5]=1.[C:30](Cl)(=[O:32])[CH3:31].C(N(CC)CC)C.[NH4+].[Cl-].